The task is: Predict the reactants needed to synthesize the given product.. This data is from Full USPTO retrosynthesis dataset with 1.9M reactions from patents (1976-2016). Given the product [CH2:17]([O:18][C:2]1[CH:7]=[CH:6][N:5]=[CH:4][C:3]=1[N+:8]([O-:10])=[O:9])[C:11]1[CH:16]=[CH:15][CH:14]=[CH:13][CH:12]=1, predict the reactants needed to synthesize it. The reactants are: Cl[C:2]1[CH:7]=[CH:6][N:5]=[CH:4][C:3]=1[N+:8]([O-:10])=[O:9].[C:11]1([CH2:17][OH:18])[CH:16]=[CH:15][CH:14]=[CH:13][CH:12]=1.C([O-])([O-])=O.[K+].[K+].[OH-].[K+].COCCOCCN(CCOCCOC)CCOCCOC.